Dataset: Catalyst prediction with 721,799 reactions and 888 catalyst types from USPTO. Task: Predict which catalyst facilitates the given reaction. (1) Reactant: [Cl:1][C:2]1[CH:3]=[C:4]([NH:9][C:10]2[N:14]=[C:13]([NH2:15])[NH:12][N:11]=2)[CH:5]=[C:6]([Cl:8])[CH:7]=1.[Cl:16][C:17]1[CH:18]=[CH:19][C:20]([CH:23]=O)=[N:21][CH:22]=1.[BH4-].[Na+]. Product: [Cl:16][C:17]1[CH:18]=[CH:19][C:20]([CH2:23][NH:15][C:13]2[NH:12][N:11]=[C:10]([NH:9][C:4]3[CH:5]=[C:6]([Cl:8])[CH:7]=[C:2]([Cl:1])[CH:3]=3)[N:14]=2)=[N:21][CH:22]=1. The catalyst class is: 5. (2) Reactant: [CH3:1][O:2][C:3]1[CH:8]=[C:7]([N+:9]([O-:11])=[O:10])[CH:6]=[CH:5][C:4]=1[SH:12].C([O-])([O-])=O.[K+].[K+].Br[CH2:20][C:21]([CH2:26][OH:27])([CH2:24][OH:25])[CH2:22][OH:23]. Product: [OH:23][CH2:22][C:21]([CH2:20][S:12][C:4]1[CH:5]=[CH:6][C:7]([N+:9]([O-:11])=[O:10])=[CH:8][C:3]=1[O:2][CH3:1])([CH2:26][OH:27])[CH2:24][OH:25]. The catalyst class is: 3. (3) Reactant: [F:1][C:2]([F:11])([F:10])[C:3]1[CH:4]=[C:5]([CH:7]=[CH:8][CH:9]=1)[NH2:6].C(N(CC)CC)C.Cl[C:20](=[O:27])[CH2:21][C:22]([O:24][CH2:25][CH3:26])=[O:23]. The catalyst class is: 21. Product: [O:27]=[C:20]([NH:6][C:5]1[CH:7]=[CH:8][CH:9]=[C:3]([C:2]([F:10])([F:11])[F:1])[CH:4]=1)[CH2:21][C:22]([O:24][CH2:25][CH3:26])=[O:23]. (4) Reactant: [NH2:1][CH:2]1[CH2:8][CH2:7][CH2:6][CH2:5][CH:4]([CH2:9][C:10]([O:12][CH3:13])=[O:11])[CH2:3]1.[Cl:14][C:15]1[C:20]([C:21]2[C:25]([C:26](Cl)=[O:27])=[C:24]([CH3:29])[O:23][N:22]=2)=[C:19]([F:30])[CH:18]=[CH:17][CH:16]=1.C(N(CC)CC)C. Product: [CH3:13][O:12][C:10](=[O:11])[CH2:9][CH:4]1[CH2:5][CH2:6][CH2:7][CH2:8][CH:2]([NH:1][C:26]([C:25]2[C:21]([C:20]3[C:19]([F:30])=[CH:18][CH:17]=[CH:16][C:15]=3[Cl:14])=[N:22][O:23][C:24]=2[CH3:29])=[O:27])[CH2:3]1. The catalyst class is: 4.